From a dataset of Forward reaction prediction with 1.9M reactions from USPTO patents (1976-2016). Predict the product of the given reaction. Given the reactants [F:1][C:2]([F:7])([F:6])[C:3](O)=[O:4].[CH2:8]([N:15]1[CH2:22][C:19]2([CH2:21][CH2:20]2)[NH:18][CH2:17][CH2:16]1)[C:9]1[CH:14]=[CH:13][CH:12]=[CH:11][CH:10]=1.C(N(CC)CC)C.C(=O)(O)[O-].[Na+], predict the reaction product. The product is: [CH2:8]([N:15]1[CH2:22][C:19]2([CH2:21][CH2:20]2)[N:18]([C:3](=[O:4])[C:2]([F:7])([F:6])[F:1])[CH2:17][CH2:16]1)[C:9]1[CH:14]=[CH:13][CH:12]=[CH:11][CH:10]=1.